Predict which catalyst facilitates the given reaction. From a dataset of Catalyst prediction with 721,799 reactions and 888 catalyst types from USPTO. (1) Reactant: [C:1]([C:3]1[CH:4]=[CH:5][C:6]([C@@H:12]2[C:17]([C:18]#[N:19])=[C:16]([CH3:20])[N:15]([C:21]3[CH:26]=[CH:25][CH:24]=[C:23]([C:27]([F:30])([F:29])[F:28])[CH:22]=3)[C:14](=[O:31])[N:13]2[CH3:32])=[C:7]([S:9]([O-:11])=[O:10])[CH:8]=1)#[N:2].[Na+].[CH3:34][O:35][CH2:36][CH2:37]Br. Product: [C:1]([C:3]1[CH:4]=[CH:5][C:6]([C@@H:12]2[C:17]([C:18]#[N:19])=[C:16]([CH3:20])[N:15]([C:21]3[CH:26]=[CH:25][CH:24]=[C:23]([C:27]([F:29])([F:30])[F:28])[CH:22]=3)[C:14](=[O:31])[N:13]2[CH3:32])=[C:7]([S:9]([CH2:37][CH2:36][O:35][CH3:34])(=[O:11])=[O:10])[CH:8]=1)#[N:2]. The catalyst class is: 3. (2) Reactant: [C:1]([N:5]1[C:9](=[O:10])[CH2:8][CH:7]([C:11]2[CH:16]=[CH:15][C:14]([CH:17](Br)Br)=[CH:13][C:12]=2[F:20])[S:6]1(=[O:22])=[O:21])([CH3:4])([CH3:3])[CH3:2].C([OH:25])C. Product: [C:1]([N:5]1[C:9](=[O:10])[CH2:8][CH:7]([C:11]2[CH:16]=[CH:15][C:14]([CH:17]=[O:25])=[CH:13][C:12]=2[F:20])[S:6]1(=[O:22])=[O:21])([CH3:4])([CH3:3])[CH3:2]. The catalyst class is: 716. (3) Reactant: [Br:1][C:2]1[CH:3]=[CH:4][C:5]2[NH:11][C:10](=S)[CH2:9][CH2:8][C:7](=O)[C:6]=2[CH:14]=1.[C:15]([NH:18][NH2:19])(=[O:17])[CH3:16]. Product: [Br:1][C:2]1[CH:3]=[CH:4][C:5]2[N:11]3[C:15]([CH3:16])=[N:18][N:19]=[C:10]3[CH2:9][CH2:8][C:7](=[N:19][NH:18][C:15](=[O:17])[CH3:16])[C:6]=2[CH:14]=1. The catalyst class is: 51. (4) Reactant: [H-].[Na+].[OH:3][C:4]1[CH:5]=[C:6]([CH:11]=[CH:12][C:13]=1[N+:14]([O-:16])=[O:15])[C:7]([O:9][CH3:10])=[O:8].[CH2:17](I)[CH3:18].[Cl-].[NH4+]. Product: [CH2:17]([O:3][C:4]1[CH:5]=[C:6]([CH:11]=[CH:12][C:13]=1[N+:14]([O-:16])=[O:15])[C:7]([O:9][CH3:10])=[O:8])[CH3:18]. The catalyst class is: 9. (5) Reactant: [NH:1]1[C:9]2[C:4](=[CH:5][CH:6]=[CH:7][CH:8]=2)[C:3]([CH:10]=O)=[CH:2]1.[NH:12]1[C:16]2[CH:17]=[CH:18][CH:19]=[CH:20][C:15]=2[N:14]=[C:13]1[CH2:21][N:22]([CH:32]1[C:41]2[N:40]=[CH:39][CH:38]=[CH:37][C:36]=2[CH2:35][CH2:34][CH2:33]1)[CH2:23][C:24]1[CH:29]=[CH:28][C:27]([CH2:30][NH2:31])=[CH:26][CH:25]=1.[BH4-].[Na+]. Product: [NH:12]1[C:16]2[CH:17]=[CH:18][CH:19]=[CH:20][C:15]=2[N:14]=[C:13]1[CH2:21][N:22]([CH2:23][C:24]1[CH:29]=[CH:28][C:27]([CH2:30][NH:31][CH2:10][C:3]2[C:4]3[C:9](=[CH:8][CH:7]=[CH:6][CH:5]=3)[NH:1][CH:2]=2)=[CH:26][CH:25]=1)[CH:32]1[C:41]2[N:40]=[CH:39][CH:38]=[CH:37][C:36]=2[CH2:35][CH2:34][CH2:33]1. The catalyst class is: 5. (6) Reactant: [CH:1]1([CH2:7][CH2:8][CH2:9][N:10]2[CH2:15][CH:14]3[CH:12]([C:13]3([C:17]3[CH:18]=[C:19]([NH2:23])[CH:20]=[CH:21][CH:22]=3)[CH3:16])[CH2:11]2)[CH2:6][CH2:5][CH2:4][CH2:3][CH2:2]1.N1C=CC=CC=1.[CH3:30][S:31](Cl)(=[O:33])=[O:32]. Product: [CH:1]1([CH2:7][CH2:8][CH2:9][N:10]2[CH2:15][CH:14]3[CH:12]([C:13]3([C:17]3[CH:18]=[C:19]([NH:23][S:31]([CH3:30])(=[O:33])=[O:32])[CH:20]=[CH:21][CH:22]=3)[CH3:16])[CH2:11]2)[CH2:6][CH2:5][CH2:4][CH2:3][CH2:2]1. The catalyst class is: 4. (7) The catalyst class is: 15. Reactant: [NH2:1][C:2]1[CH:6]=[CH:5][S:4][C:3]=1[C:7]([O:9]C)=O.[CH2:11]([O:13][C:14](=[O:17])[C:15]#[N:16])[CH3:12].Cl. Product: [OH:9][C:7]1[C:3]2[S:4][CH:5]=[CH:6][C:2]=2[N:1]=[C:15]([C:14]([O:13][CH2:11][CH3:12])=[O:17])[N:16]=1.